Dataset: Full USPTO retrosynthesis dataset with 1.9M reactions from patents (1976-2016). Task: Predict the reactants needed to synthesize the given product. (1) Given the product [C:27]([O:31][C:32]([N:34]1[CH2:37][CH:36]([N:38]([CH2:39][CH2:40][NH:41][C:42]([O:44][C:45]([CH3:48])([CH3:47])[CH3:46])=[O:43])[S:23]([C:20]2[CH:21]=[CH:22][C:17]([NH:16][C:12]3[N:11]=[C:10]([NH:9][C:6]4[CH:7]=[CH:8][C:3]([F:2])=[CH:4][CH:5]=4)[CH:15]=[CH:14][N:13]=3)=[CH:18][CH:19]=2)(=[O:25])=[O:24])[CH2:35]1)=[O:33])([CH3:30])([CH3:29])[CH3:28], predict the reactants needed to synthesize it. The reactants are: Cl.[F:2][C:3]1[CH:8]=[CH:7][C:6]([NH:9][C:10]2[CH:15]=[CH:14][N:13]=[C:12]([NH:16][C:17]3[CH:22]=[CH:21][C:20]([S:23](Cl)(=[O:25])=[O:24])=[CH:19][CH:18]=3)[N:11]=2)=[CH:5][CH:4]=1.[C:27]([O:31][C:32]([N:34]1[CH2:37][CH:36]([NH:38][CH2:39][CH2:40][NH:41][C:42]([O:44][C:45]([CH3:48])([CH3:47])[CH3:46])=[O:43])[CH2:35]1)=[O:33])([CH3:30])([CH3:29])[CH3:28]. (2) Given the product [C:16]([N:19]1[CH2:24][CH2:23][CH:22]([CH:25]([C:29]2[CH:30]=[CH:31][CH:32]=[CH:33][CH:34]=2)[C:26]2[S:27][C:2]([CH2:3][C:4]([OH:6])=[O:5])=[C:7]([C:9]3[CH:14]=[CH:13][C:12]([Cl:15])=[CH:11][CH:10]=3)[N:28]=2)[CH2:21][CH2:20]1)(=[O:18])[CH3:17], predict the reactants needed to synthesize it. The reactants are: Br[CH:2]([C:7]([C:9]1[CH:14]=[CH:13][C:12]([Cl:15])=[CH:11][CH:10]=1)=O)[CH2:3][C:4]([OH:6])=[O:5].[C:16]([N:19]1[CH2:24][CH2:23][CH:22]([CH:25]([C:29]2[CH:34]=[CH:33][CH:32]=[CH:31][CH:30]=2)[C:26]([NH2:28])=[S:27])[CH2:21][CH2:20]1)(=[O:18])[CH3:17].C(N1CCC(C2C=CC=CC=2)(C(=S)N)CC1)(=O)C. (3) Given the product [C:1]([Si:5]([O:6][CH:7]([CH2:8][CH2:9][C:10]1[CH:15]=[CH:14][C:13]([C:16]([CH2:17][CH3:18])([C:21]2[CH:26]=[CH:25][C:24]([C:27]3[O:31][C:30]([CH:32]=[CH:53][O:54][CH3:55])=[CH:29][CH:28]=3)=[C:23]([CH3:34])[CH:22]=2)[CH2:19][CH3:20])=[CH:12][C:11]=1[CH3:35])[C:36]([CH3:38])([CH3:39])[CH3:37])([CH3:40])[CH3:41])([CH3:4])([CH3:2])[CH3:3], predict the reactants needed to synthesize it. The reactants are: [C:1]([Si:5]([CH3:41])([CH3:40])[O:6][CH:7]([C:36]([CH3:39])([CH3:38])[CH3:37])[CH2:8][CH2:9][C:10]1[CH:15]=[CH:14][C:13]([C:16]([C:21]2[CH:26]=[CH:25][C:24]([C:27]3[O:31][C:30]([CH:32]=O)=[CH:29][CH:28]=3)=[C:23]([CH3:34])[CH:22]=2)([CH2:19][CH3:20])[CH2:17][CH3:18])=[CH:12][C:11]=1[CH3:35])([CH3:4])([CH3:3])[CH3:2].C[Si]([N-][Si](C)(C)C)(C)C.[K+].[Cl-].[CH3:53][O:54][CH2:55][P+](C1C=CC=CC=1)(C1C=CC=CC=1)C1C=CC=CC=1.[Cl-].[NH4+]. (4) Given the product [C:25]([NH:26][C:5]1[CH:6]=[C:7]([OH:35])[C:2](=[CH:3][CH:4]=1)[C:1]([OH:20])=[O:19])(=[O:21])[C:23]([CH3:24])=[CH2:22], predict the reactants needed to synthesize it. The reactants are: [C:1]([OH:20])(=[O:19])[CH2:2][CH2:3][CH2:4][CH2:5][CH2:6][CH2:7]C/C=C\CCCCCCCC.[OH2:21].[CH3:22][C:23](N=N[C:23]([C:25]#[N:26])([CH3:24])[CH3:22])([C:25]#[N:26])[CH3:24].[N+]([O-])([O-])=[O:35].[Na+].